The task is: Predict the product of the given reaction.. This data is from Forward reaction prediction with 1.9M reactions from USPTO patents (1976-2016). (1) The product is: [CH3:1][O:2][C:3]([C:5]1([CH2:8][OH:9])[CH2:7][CH2:6]1)=[O:4]. Given the reactants [CH3:1][O:2][C:3]([C:5]1([C:8](O)=[O:9])[CH2:7][CH2:6]1)=[O:4].C(N(CC)CC)C.CC(C)CC(Cl)=O.[BH4-].[Na+].Cl, predict the reaction product. (2) Given the reactants [CH3:1][C:2]1[C:6]([C:7]2[CH:15]=[C:14]3[C:10]([C:11]4[C:19]([C:20]5[C:29]6[C:24](=[CH:25][CH:26]=[CH:27][CH:28]=6)[C:23]([C:30]([OH:32])=O)=[CH:22][CH:21]=5)=[N:18][C:17]([CH3:33])=[N:16][C:12]=4[NH:13]3)=[CH:9][C:8]=2[O:34][CH3:35])=[C:5]([CH3:36])[O:4][N:3]=1.C([N:44]1[CH2:49][CH2:48][NH:47][CH2:46][C@@H:45]1[CH3:50])(OC(C)(C)C)=O.C(C(O)=O)(F)(F)F, predict the reaction product. The product is: [CH3:1][C:2]1[C:6]([C:7]2[CH:15]=[C:14]3[C:10]([C:11]4[C:19]([C:20]5[C:29]6[C:24](=[CH:25][CH:26]=[CH:27][CH:28]=6)[C:23]([C:30]([N:47]6[CH2:48][CH2:49][NH:44][C@@H:45]([CH3:50])[CH2:46]6)=[O:32])=[CH:22][CH:21]=5)=[N:18][C:17]([CH3:33])=[N:16][C:12]=4[NH:13]3)=[CH:9][C:8]=2[O:34][CH3:35])=[C:5]([CH3:36])[O:4][N:3]=1. (3) Given the reactants [CH3:1][C:2]1[CH:11]=[CH:10][C:9]2[CH2:8][CH2:7][CH2:6][N:5]([C:12]([O:14][C:15]([CH3:18])([CH3:17])[CH3:16])=[O:13])[C:4]=2[N:3]=1.[C:19](=O)([O:23]CC)[O:20][CH2:21][CH3:22].[Li+].CC([N-]C(C)C)C, predict the reaction product. The product is: [C:15]([O:14][C:12]([N:5]1[C:4]2[N:3]=[C:2]([CH2:1][C:19]([O:20][CH2:21][CH3:22])=[O:23])[CH:11]=[CH:10][C:9]=2[CH2:8][CH2:7][CH2:6]1)=[O:13])([CH3:18])([CH3:17])[CH3:16]. (4) The product is: [C:22]([O:24][C:6]([C:7]1[CH:12]=[CH:11][C:10]([CH:13]([CH3:14])[CH2:34][OH:35])=[C:9]([N+:15]([O-:17])=[O:16])[CH:8]=1)=[O:18])([CH3:25])([CH3:23])[CH3:21]. Given the reactants C(O[C:6](=[O:18])[C:7]1[CH:12]=[CH:11][C:10]([CH2:13][CH3:14])=[C:9]([N+:15]([O-:17])=[O:16])[CH:8]=1)(C)(C)C.C=O.[CH3:21][C:22]([CH3:25])([O-:24])[CH3:23].[K+].CCCCCC.C[CH2:34][O:35]C(C)=O, predict the reaction product.